Dataset: Forward reaction prediction with 1.9M reactions from USPTO patents (1976-2016). Task: Predict the product of the given reaction. (1) Given the reactants [F:1][C:2]([F:9])([F:8])/[CH:3]=[CH:4]/[C:5](O)=[O:6].C(Cl)(=O)C(Cl)=O.[CH3:16][C:17]1[CH:26]=[C:25]([N:27]2[CH2:32][CH2:31][NH:30][CH2:29][CH:28]2[CH2:33][C:34]([O:36][CH3:37])=[O:35])[C:24]2[C:19](=[CH:20][CH:21]=[CH:22][CH:23]=2)[N:18]=1.C(N(C(C)C)CC)(C)C, predict the reaction product. The product is: [CH3:16][C:17]1[CH:26]=[C:25]([N:27]2[CH2:32][CH2:31][N:30]([C:5](=[O:6])/[CH:4]=[CH:3]/[C:2]([F:9])([F:8])[F:1])[CH2:29][CH:28]2[CH2:33][C:34]([O:36][CH3:37])=[O:35])[C:24]2[C:19](=[CH:20][CH:21]=[CH:22][CH:23]=2)[N:18]=1. (2) Given the reactants [O:1]1[CH2:5][CH2:4][O:3][CH:2]1[C:6]1[CH:13]=[CH:12][C:9]([C:10]#[N:11])=[CH:8][CH:7]=1.[N-:14]=[N+:15]=[N-:16].[Na+].Cl.C(N(CC)CC)C.Cl, predict the reaction product. The product is: [O:1]1[CH2:5][CH2:4][O:3][CH:2]1[C:6]1[CH:13]=[CH:12][C:9]([C:10]2[NH:16][N:15]=[N:14][N:11]=2)=[CH:8][CH:7]=1. (3) Given the reactants [CH2:1]([O:3][C:4](=[O:12])[C:5]([C:7]1[CH2:11][CH2:10][O:9][CH:8]=1)=[O:6])[CH3:2].[CH2:13]([OH:15])[CH3:14].[Br:16]N1C(=O)CCC1=O, predict the reaction product. The product is: [CH2:1]([O:3][C:4](=[O:12])[C:5]([C:7]1([Br:16])[CH2:11][CH2:10][O:9][CH:8]1[O:15][CH2:13][CH3:14])=[O:6])[CH3:2].